From a dataset of Catalyst prediction with 721,799 reactions and 888 catalyst types from USPTO. Predict which catalyst facilitates the given reaction. (1) Reactant: [F:1][C:2]1[CH:7]=[CH:6][CH:5]=[CH:4][C:3]=1[C:8]1[CH:17]=[C:16]([C:18]2[CH:27]=[CH:26][C:25]([N+]([O-])=O)=[C:24]3[C:19]=2[CH:20]=[CH:21][N:22]=[CH:23]3)[C:15]2[C:10](=[N:11][CH:12]=[CH:13][CH:14]=2)[N:9]=1.[OH:31][CH2:32][CH2:33][N:34]1[CH2:39][CH2:38][O:37][CH2:36][CH2:35]1.C(=O)([O-])[O-].[Cs+].[Cs+]. Product: [F:1][C:2]1[CH:7]=[CH:6][CH:5]=[CH:4][C:3]=1[C:8]1[CH:17]=[C:16]([C:18]2[CH:27]=[CH:26][C:25]([O:31][CH2:32][CH2:33][N:34]3[CH2:39][CH2:38][O:37][CH2:36][CH2:35]3)=[C:24]3[C:19]=2[CH:20]=[CH:21][N:22]=[CH:23]3)[C:15]2[C:10](=[N:11][CH:12]=[CH:13][CH:14]=2)[N:9]=1. The catalyst class is: 12. (2) Reactant: [C:1]([C:5]1[CH:9]=[C:8]([NH:10][C:11](=[O:19])OC2C=CC=CC=2)[N:7]([CH:20]2[CH2:25][CH2:24][CH2:23][CH2:22][CH2:21]2)[N:6]=1)([CH3:4])([CH3:3])[CH3:2].C(N(CC)C(C)C)(C)C.[CH3:35][O:36][C:37]1[CH:38]=[C:39]2[C:44](=[CH:45][C:46]=1[O:47][CH3:48])[N:43]=[CH:42][N:41]=[C:40]2[O:49][C:50]1[CH:51]=[C:52]([CH:54]=[CH:55][CH:56]=1)[NH2:53]. Product: [C:1]([C:5]1[CH:9]=[C:8]([NH:10][C:11]([NH:53][C:52]2[CH:54]=[CH:55][CH:56]=[C:50]([O:49][C:40]3[C:39]4[C:44](=[CH:45][C:46]([O:47][CH3:48])=[C:37]([O:36][CH3:35])[CH:38]=4)[N:43]=[CH:42][N:41]=3)[CH:51]=2)=[O:19])[N:7]([CH:20]2[CH2:21][CH2:22][CH2:23][CH2:24][CH2:25]2)[N:6]=1)([CH3:3])([CH3:2])[CH3:4]. The catalyst class is: 1. (3) Reactant: [C:1]([N:4]1[C:13]2[C:8](=[CH:9][C:10]([C:14]#[CH:15])=[CH:11][CH:12]=2)[C@H:7]([NH:16][C:17]2[CH:24]=[CH:23][C:20]([C:21]#[N:22])=[CH:19][N:18]=2)[CH2:6][C@@H:5]1[CH3:25])(=[O:3])[CH3:2].CO.[N:28]([Si](C)(C)C)=[N+:29]=[N-:30]. Product: [C:1]([N:4]1[C:13]2[C:8](=[CH:9][C:10]([C:14]3[N:28]=[N:29][NH:30][CH:15]=3)=[CH:11][CH:12]=2)[C@H:7]([NH:16][C:17]2[CH:24]=[CH:23][C:20]([C:21]#[N:22])=[CH:19][N:18]=2)[CH2:6][C@@H:5]1[CH3:25])(=[O:3])[CH3:2]. The catalyst class is: 471.